This data is from Reaction yield outcomes from USPTO patents with 853,638 reactions. The task is: Predict the reaction yield, written as a fraction of the theoretical maximum amount of product (1.0 means a 100% yield; for example, 0.34 means a 34% yield). (1) The reactants are [Br:1][C:2]1[CH:3]=[C:4]2[C:8](=[CH:9][C:10]=1[NH2:11])[N:7]([C:12]([C:25]1[CH:30]=[CH:29][CH:28]=[CH:27][CH:26]=1)([C:19]1[CH:24]=[CH:23][CH:22]=[CH:21][CH:20]=1)[C:13]1[CH:18]=[CH:17][CH:16]=[CH:15][CH:14]=1)[N:6]=[C:5]2[I:31].CCN(CC)CC.[C:39](Cl)(=[O:41])[CH3:40].O. The catalyst is C(Cl)Cl. The product is [Br:1][C:2]1[CH:3]=[C:4]2[C:8](=[CH:9][C:10]=1[NH:11][C:39](=[O:41])[CH3:40])[N:7]([C:12]([C:13]1[CH:18]=[CH:17][CH:16]=[CH:15][CH:14]=1)([C:19]1[CH:24]=[CH:23][CH:22]=[CH:21][CH:20]=1)[C:25]1[CH:26]=[CH:27][CH:28]=[CH:29][CH:30]=1)[N:6]=[C:5]2[I:31]. The yield is 0.950. (2) The reactants are C([O-])([O-])=O.[K+].[K+].[N+:7]([C:10]1[CH:11]=[C:12]2[C:17](=[O:18])[NH:16][C:14](=[O:15])[C:13]2=[CH:19][CH:20]=1)([O-:9])=[O:8].Br[CH2:22][CH2:23][OH:24]. The catalyst is CC(C)=O. The product is [OH:24][CH2:23][CH2:22][N:16]1[C:17](=[O:18])[C:12]2[C:13](=[CH:19][CH:20]=[C:10]([N+:7]([O-:9])=[O:8])[CH:11]=2)[C:14]1=[O:15]. The yield is 0.580. (3) The catalyst is O. The product is [CH3:1][O:2][C:3]1[N:8]=[C:7]([NH:9][CH2:10][C:11]2[CH:16]=[CH:15][C:14]([C:17]([F:19])([F:20])[F:18])=[CH:13][CH:12]=2)[CH:6]=[CH:5][C:4]=1[CH2:21][C:22]1[C:30]2[C:25](=[N:26][CH:27]=[CH:28][CH:29]=2)[NH:24][CH:23]=1. The yield is 0.810. The reactants are [CH3:1][O:2][C:3]1[N:8]=[C:7]([NH:9][CH2:10][C:11]2[CH:16]=[CH:15][C:14]([C:17]([F:20])([F:19])[F:18])=[CH:13][CH:12]=2)[CH:6]=[CH:5][C:4]=1[CH2:21][C:22]1[C:30]2[C:25](=[N:26][CH:27]=[CH:28][CH:29]=2)[N:24]([Si](C(C)C)(C(C)C)C(C)C)[CH:23]=1.O1CCCC1.[F-].C([N+](CCCC)(CCCC)CCCC)CCC.